Task: Predict which catalyst facilitates the given reaction.. Dataset: Catalyst prediction with 721,799 reactions and 888 catalyst types from USPTO (1) Reactant: [N:1]([CH2:4][C:5]1[CH:10]=[CH:9][CH:8]=[CH:7][C:6]=1[C:11]1[CH:16]=[CH:15][C:14]([C:17]([N:19]2[C:25]3[CH:26]=[CH:27][CH:28]=[CH:29][C:24]=3[CH2:23][N:22]3[C:30]([C:33]([NH:35][CH2:36][C:37]4[CH:38]=[N:39][CH:40]=[CH:41][CH:42]=4)=[O:34])=[CH:31][CH:32]=[C:21]3[CH2:20]2)=[O:18])=[CH:13][CH:12]=1)=[N+]=[N-].C1(P(C2C=CC=CC=2)C2C=CC=CC=2)C=CC=CC=1.O. Product: [NH2:1][CH2:4][C:5]1[CH:10]=[CH:9][CH:8]=[CH:7][C:6]=1[C:11]1[CH:12]=[CH:13][C:14]([C:17]([N:19]2[C:25]3[CH:26]=[CH:27][CH:28]=[CH:29][C:24]=3[CH2:23][N:22]3[C:30]([C:33]([NH:35][CH2:36][C:37]4[CH:38]=[N:39][CH:40]=[CH:41][CH:42]=4)=[O:34])=[CH:31][CH:32]=[C:21]3[CH2:20]2)=[O:18])=[CH:15][CH:16]=1. The catalyst class is: 7. (2) Reactant: [OH:1][C:2]([CH2:24][S:25]([C:28]1[CH:33]=[CH:32][C:31]([O:34][CH3:35])=[CH:30][CH:29]=1)(=[O:27])=[O:26])([CH2:8][S:9]([C:12]1[CH:17]=[CH:16][C:15]([C:18]2[CH:23]=[CH:22][CH:21]=[CH:20][CH:19]=2)=[CH:14][CH:13]=1)(=[O:11])=[O:10])[C:3]([O:5]CC)=[O:4].[OH-].[Na+]. Product: [OH:1][C:2]([CH2:24][S:25]([C:28]1[CH:29]=[CH:30][C:31]([O:34][CH3:35])=[CH:32][CH:33]=1)(=[O:27])=[O:26])([CH2:8][S:9]([C:12]1[CH:13]=[CH:14][C:15]([C:18]2[CH:23]=[CH:22][CH:21]=[CH:20][CH:19]=2)=[CH:16][CH:17]=1)(=[O:11])=[O:10])[C:3]([OH:5])=[O:4]. The catalyst class is: 5. (3) Reactant: [OH:1][C:2]1[CH:6]=[C:5]([N:7]2[C:15]3[CH:14]=[C:13]([C:16](=[O:22])[NH:17][CH2:18][CH2:19][O:20][CH3:21])[N:12]=[CH:11][C:10]=3[N:9]=[CH:8]2)[S:4][C:3]=1[C:23]([O:25][CH3:26])=[O:24].C([O-])([O-])=O.[K+].[K+].Br[CH2:34][C:35]1[CH:40]=[CH:39][CH:38]=[CH:37][C:36]=1[C:41]([F:44])([F:43])[F:42]. Product: [CH3:21][O:20][CH2:19][CH2:18][NH:17][C:16]([C:13]1[N:12]=[CH:11][C:10]2[N:9]=[CH:8][N:7]([C:5]3[S:4][C:3]([C:23]([O:25][CH3:26])=[O:24])=[C:2]([O:1][CH2:34][C:35]4[CH:40]=[CH:39][CH:38]=[CH:37][C:36]=4[C:41]([F:42])([F:43])[F:44])[CH:6]=3)[C:15]=2[CH:14]=1)=[O:22]. The catalyst class is: 9. (4) Reactant: [F:1][C:2]1[CH:7]=[CH:6][C:5]([S:8]([C:11]2[CH:16]=[C:15]([OH:17])[CH:14]=[CH:13][C:12]=2[OH:18])(=[O:10])=[O:9])=[CH:4][CH:3]=1.C[Si]([N-][Si](C)(C)C)(C)C.[K+].C1OCCOCCOCCOCCOCCOC1.Cl[C:48]1[C:53]([CH3:54])=[CH:52][C:51]([N+:55]([O-:57])=[O:56])=[CH:50][C:49]=1[CH3:58].Cl. Product: [CH3:54][C:53]1[CH:52]=[C:51]([N+:55]([O-:57])=[O:56])[CH:50]=[C:49]([CH3:58])[C:48]=1[O:17][C:15]1[CH:14]=[CH:13][C:12]([OH:18])=[C:11]([S:8]([C:5]2[CH:6]=[CH:7][C:2]([F:1])=[CH:3][CH:4]=2)(=[O:10])=[O:9])[CH:16]=1. The catalyst class is: 60. (5) Reactant: [C:1]([NH:4][NH:5][C:6](=[O:25])[C:7]1[CH:12]=[CH:11][C:10]([CH2:13][CH2:14][NH:15][C:16]2[CH:21]=[C:20]([Cl:22])[N:19]=[C:18]([O:23][CH3:24])[N:17]=2)=[CH:9][CH:8]=1)(=O)[CH3:2].CC[N+](S(N=C(OC)[O-])(=O)=O)(CC)CC. Product: [Cl:22][C:20]1[N:19]=[C:18]([O:23][CH3:24])[N:17]=[C:16]([NH:15][CH2:14][CH2:13][C:10]2[CH:9]=[CH:8][C:7]([C:6]3[O:25][C:1]([CH3:2])=[N:4][N:5]=3)=[CH:12][CH:11]=2)[CH:21]=1. The catalyst class is: 1. (6) Reactant: Cl[CH2:2][C@@H:3]([OH:18])[CH2:4][P:5]([C:10]([O:15][CH2:16][CH3:17])([O:12][CH2:13][CH3:14])[CH3:11])(=[O:9])[O:6][CH2:7][CH3:8].[NH3:19]. Product: [NH2:19][CH2:2][C@@H:3]([OH:18])[CH2:4][P:5]([C:10]([O:15][CH2:16][CH3:17])([O:12][CH2:13][CH3:14])[CH3:11])(=[O:9])[O:6][CH2:7][CH3:8]. The catalyst class is: 8. (7) Reactant: [CH:1]1([CH:7]([N:11]2[C:15]3[CH:16]=[C:17]([F:21])[C:18]([F:20])=[CH:19][C:14]=3[N:13]=[C:12]2[C:22]2[C:23]([O:30][CH3:31])=[N:24][C:25]([O:28][CH3:29])=[CH:26][CH:27]=2)[C:8](O)=[O:9])[CH2:6][CH2:5][CH2:4][CH2:3][CH2:2]1.C(N(CC)CC)C.CN(C(ON1N=NC2C=CC=NC1=2)=[N+](C)C)C.F[P-](F)(F)(F)(F)F.Cl.[NH2:64][C@H:65]1[CH2:70][CH2:69][C@H:68]([OH:71])[CH2:67][CH2:66]1. Product: [CH:1]1([CH:7]([N:11]2[C:15]3[CH:16]=[C:17]([F:21])[C:18]([F:20])=[CH:19][C:14]=3[N:13]=[C:12]2[C:22]2[C:23]([O:30][CH3:31])=[N:24][C:25]([O:28][CH3:29])=[CH:26][CH:27]=2)[C:8]([NH:64][C@H:65]2[CH2:70][CH2:69][C@H:68]([OH:71])[CH2:67][CH2:66]2)=[O:9])[CH2:6][CH2:5][CH2:4][CH2:3][CH2:2]1. The catalyst class is: 2. (8) Reactant: [C:1]([N:20]1[CH:24]=[C:23]([CH2:25][CH2:26][C:27](OCC)=[O:28])[N:22]=[CH:21]1)([C:14]1[CH:19]=[CH:18][CH:17]=[CH:16][CH:15]=1)([C:8]1[CH:13]=[CH:12][CH:11]=[CH:10][CH:9]=1)[C:2]1[CH:7]=[CH:6][CH:5]=[CH:4][CH:3]=1.[H-].[Al+3].[Li+].[H-].[H-].[H-].O.[OH-].[Na+]. Product: [C:1]([N:20]1[CH:24]=[C:23]([CH2:25][CH2:26][CH2:27][OH:28])[N:22]=[CH:21]1)([C:14]1[CH:15]=[CH:16][CH:17]=[CH:18][CH:19]=1)([C:8]1[CH:9]=[CH:10][CH:11]=[CH:12][CH:13]=1)[C:2]1[CH:7]=[CH:6][CH:5]=[CH:4][CH:3]=1. The catalyst class is: 305.